Task: Regression/Classification. Given a drug SMILES string, predict its absorption, distribution, metabolism, or excretion properties. Task type varies by dataset: regression for continuous measurements (e.g., permeability, clearance, half-life) or binary classification for categorical outcomes (e.g., BBB penetration, CYP inhibition). Dataset: cyp2d6_veith.. Dataset: CYP2D6 inhibition data for predicting drug metabolism from PubChem BioAssay (1) The molecule is Cc1ccc(OC(=O)c2oc3ccc(F)cc3c2C)c(C)c1. The result is 0 (non-inhibitor). (2) The drug is Cn1cc(-c2nc3cnc(Oc4cccc(Cl)c4)nc3n(C3CC3)c2=O)c2ccccc21. The result is 0 (non-inhibitor). (3) The drug is COC1=CC(=O)O[C@@H](/C=C\c2ccccc2)C1. The result is 0 (non-inhibitor). (4) The molecule is O=c1c2ccc(Cl)cc2nc(-c2cccc(C(F)(F)F)c2)n1O. The result is 0 (non-inhibitor). (5) The compound is CC(C)(C)C(=O)OCc1cn(-c2ccc(Cl)cc2)nn1. The result is 0 (non-inhibitor).